This data is from Forward reaction prediction with 1.9M reactions from USPTO patents (1976-2016). The task is: Predict the product of the given reaction. (1) Given the reactants [F:1][C:2]1[CH:7]=[CH:6][CH:5]=[CH:4][C:3]=1[NH:8][C:9](=[O:21])[NH:10][CH2:11][C:12]1[CH:17]=[CH:16][C:15](B(O)O)=[CH:14][CH:13]=1.Cl[C:23]1[C:32]2[C:27](=[C:28]([C:33]([F:36])([F:35])[F:34])[CH:29]=[CH:30][CH:31]=2)[N:26]=[CH:25][C:24]=1[C:37]([C:39]1[CH:44]=[CH:43][CH:42]=[CH:41][CH:40]=1)=[O:38], predict the reaction product. The product is: [C:37]([C:24]1[CH:25]=[N:26][C:27]2[C:32]([C:23]=1[C:14]1[CH:13]=[C:12]([CH:17]=[CH:16][CH:15]=1)[CH2:11][NH:10][C:9]([NH:8][C:3]1[CH:4]=[CH:5][CH:6]=[CH:7][C:2]=1[F:1])=[O:21])=[CH:31][CH:30]=[CH:29][C:28]=2[C:33]([F:36])([F:34])[F:35])(=[O:38])[C:39]1[CH:40]=[CH:41][CH:42]=[CH:43][CH:44]=1. (2) Given the reactants [CH3:1][O:2][C:3]1[CH:4]=[C:5]2[C:10](=[CH:11][CH:12]=1)[C:9](=O)[NH:8][CH:7]=[CH:6]2.O=P(Cl)(Cl)[Cl:16], predict the reaction product. The product is: [Cl:16][C:9]1[C:10]2[C:5](=[CH:4][C:3]([O:2][CH3:1])=[CH:12][CH:11]=2)[CH:6]=[CH:7][N:8]=1. (3) Given the reactants O[C:2]1[C:3]2[CH:10]=[C:9]([C:11]3[CH:16]=[CH:15][CH:14]=[C:13]([N+:17]([O-:19])=[O:18])[CH:12]=3)[O:8][C:4]=2[N:5]=[CH:6][N:7]=1.P(Cl)(Cl)([Cl:22])=O, predict the reaction product. The product is: [Cl:22][C:2]1[C:3]2[CH:10]=[C:9]([C:11]3[CH:16]=[CH:15][CH:14]=[C:13]([N+:17]([O-:19])=[O:18])[CH:12]=3)[O:8][C:4]=2[N:5]=[CH:6][N:7]=1. (4) The product is: [C:27]([CH:25]([NH:26][C:2]1[C:11]([C:12]([OH:14])=[O:13])=[CH:10][C:9]2[C:4](=[CH:5][CH:6]=[C:7]([Cl:15])[CH:8]=2)[N:3]=1)[CH2:24][C:23]1[C:30]2[C:20](=[CH:19][CH:18]=[C:17]([CH3:16])[CH:31]=2)[NH:21][CH:22]=1)([OH:29])=[O:28]. Given the reactants Cl[C:2]1[C:11]([C:12]([OH:14])=[O:13])=[CH:10][C:9]2[C:4](=[CH:5][CH:6]=[C:7]([Cl:15])[CH:8]=2)[N:3]=1.[CH3:16][C:17]1[CH:31]=[C:30]2[C:20]([NH:21][CH:22]=[C:23]2[CH2:24][CH:25]([C:27]([OH:29])=[O:28])[NH2:26])=[CH:19][CH:18]=1, predict the reaction product. (5) Given the reactants [F:1][C:2]1[C:7]([NH:8][CH2:9][C:10]2[CH:15]=[C:14]([C:16]3[CH:21]=[CH:20][CH:19]=[C:18]([F:22])[CH:17]=3)[CH:13]=[CH:12][C:11]=2[F:23])=[C:6]([F:24])[C:5]([CH3:25])=[CH:4][C:3]=1[OH:26].C([O-])([O-])=O.[Cs+].[Cs+].Br[CH2:34][C:35]([O:37][CH:38]([CH3:40])[CH3:39])=[O:36].O, predict the reaction product. The product is: [F:1][C:2]1[C:7]([NH:8][CH2:9][C:10]2[CH:15]=[C:14]([C:16]3[CH:21]=[CH:20][CH:19]=[C:18]([F:22])[CH:17]=3)[CH:13]=[CH:12][C:11]=2[F:23])=[C:6]([F:24])[C:5]([CH3:25])=[CH:4][C:3]=1[O:26][CH2:34][C:35]([O:37][CH:38]([CH3:40])[CH3:39])=[O:36]. (6) Given the reactants [Cl:1][C:2]1[N:3]=[N:4][C:5](Cl)=[CH:6][C:7]=1[CH3:8].C(O)(=[O:12])C, predict the reaction product. The product is: [Cl:1][C:2]1[C:7]([CH3:8])=[CH:6][C:5](=[O:12])[NH:4][N:3]=1.